This data is from Forward reaction prediction with 1.9M reactions from USPTO patents (1976-2016). The task is: Predict the product of the given reaction. (1) Given the reactants OC(C(F)(F)F)=O.[NH:8]1[CH2:11][CH:10]([NH:12][C:13](=[O:29])[CH2:14][NH:15][C:16]2[C:20]3[CH:21]=[C:22]([C:25]([F:28])([F:27])[F:26])[CH:23]=[CH:24][C:19]=3[O:18][N:17]=2)[CH2:9]1.[CH:30]1([CH:37]2[CH2:42][CH2:41][CH2:40][CH2:39][CH2:38]2)[CH2:35][CH2:34][C:33](=O)[CH2:32][CH2:31]1, predict the reaction product. The product is: [CH:30]1([CH:37]2[CH2:38][CH2:39][CH2:40][CH2:41][CH2:42]2)[CH2:35][CH2:34][CH:33]([N:8]2[CH2:11][CH:10]([NH:12][C:13](=[O:29])[CH2:14][NH:15][C:16]3[C:20]4[CH:21]=[C:22]([C:25]([F:27])([F:26])[F:28])[CH:23]=[CH:24][C:19]=4[O:18][N:17]=3)[CH2:9]2)[CH2:32][CH2:31]1. (2) Given the reactants [CH2:1]([O:3][C:4]([C:6]1[NH:7][C:8]2[C:13]([C:14]=1[NH:15][C:16]1[CH:21]=[CH:20][N:19]=[CH:18][CH:17]=1)=[CH:12][C:11]([F:22])=[CH:10][CH:9]=2)=[O:5])[CH3:2].[CH3:23]C(C)([O-])C.[K+].O1CCCC1.[Cl-].[NH4+], predict the reaction product. The product is: [CH2:1]([O:3][C:4]([C:6]1[N:7]([CH3:23])[C:8]2[C:13]([C:14]=1[NH:15][C:16]1[CH:21]=[CH:20][N:19]=[CH:18][CH:17]=1)=[CH:12][C:11]([F:22])=[CH:10][CH:9]=2)=[O:5])[CH3:2]. (3) Given the reactants [Cl:1][C:2]1[CH:3]=[C:4]([C@@H:8]2[CH2:13][N:12]([CH2:14][C@H:15]([OH:20])[C:16]([F:19])([F:18])[F:17])[CH2:11][CH2:10][O:9]2)[CH:5]=[CH:6][CH:7]=1.[Cl:21][C:22]1[CH:27]=[CH:26][C:25]([N:28]=[C:29]=[O:30])=[CH:24][C:23]=1[F:31], predict the reaction product. The product is: [ClH:1].[Cl:1][C:2]1[CH:3]=[C:4]([C@H:8]2[O:9][CH2:10][CH2:11][N:12]([CH2:14][C@H:15]([O:20][C:29](=[O:30])[NH:28][C:25]3[CH:26]=[CH:27][C:22]([Cl:21])=[C:23]([F:31])[CH:24]=3)[C:16]([F:18])([F:19])[F:17])[CH2:13]2)[CH:5]=[CH:6][CH:7]=1. (4) Given the reactants [Cl:1][C:2]1[N:3]=[C:4]([N:18]2[CH2:23][CH2:22][O:21][CH2:20][CH2:19]2)[C:5]2[CH:10]=[C:9]([CH2:11][N:12]3[CH2:17][CH2:16][NH:15][CH2:14][CH2:13]3)[S:8][C:6]=2[N:7]=1.[C:24](O)(=[O:28])[CH:25]([CH3:27])[OH:26], predict the reaction product. The product is: [Cl:1][C:2]1[N:3]=[C:4]([N:18]2[CH2:19][CH2:20][O:21][CH2:22][CH2:23]2)[C:5]2[CH:10]=[C:9]([CH2:11][N:12]3[CH2:17][CH2:16][N:15]([C:24](=[O:28])[C@@H:25]([OH:26])[CH3:27])[CH2:14][CH2:13]3)[S:8][C:6]=2[N:7]=1. (5) Given the reactants [CH3:1][C:2]1(C)OC(=O)[CH:5]([C:9](=[O:20])[C:10]2[CH:15]=[CH:14][C:13]([S:16]([CH3:19])(=[O:18])=[O:17])=[CH:12][CH:11]=2)[C:4](=[O:21])[O:3]1, predict the reaction product. The product is: [CH3:19][S:16]([C:13]1[CH:12]=[CH:11][C:10]([C:9](=[O:20])[CH2:5][C:4]([O:3][CH2:2][CH3:1])=[O:21])=[CH:15][CH:14]=1)(=[O:17])=[O:18]. (6) Given the reactants [CH2:1]([O:8][CH2:9][C:10]1([C:20]#[C:21][CH:22]([C:24]2[CH:29]=[CH:28][C:27]([CH3:30])=[CH:26][CH:25]=2)[OH:23])[CH2:19][CH2:18][C:13]2([O:17][CH2:16][CH2:15][O:14]2)[CH2:12][CH2:11]1)[C:2]1[CH:7]=[CH:6][CH:5]=[CH:4][CH:3]=1, predict the reaction product. The product is: [CH2:1]([O:8][CH2:9][C:10]1([C:20]#[C:21][C:22]([C:24]2[CH:29]=[CH:28][C:27]([CH3:30])=[CH:26][CH:25]=2)=[O:23])[CH2:11][CH2:12][C:13]2([O:14][CH2:15][CH2:16][O:17]2)[CH2:18][CH2:19]1)[C:2]1[CH:3]=[CH:4][CH:5]=[CH:6][CH:7]=1. (7) Given the reactants [O:1]1[C:5]2([CH2:10][CH2:9][CH:8]([CH:11]([NH:14][C:15](=[O:21])[O:16][C:17]([CH3:20])([CH3:19])[CH3:18])[CH:12]=C)[CH2:7][CH2:6]2)[O:4][CH2:3][CH2:2]1.[BH4-].[Na+].C[OH:25], predict the reaction product. The product is: [OH:25][CH2:12][CH:11]([NH:14][C:15](=[O:21])[O:16][C:17]([CH3:20])([CH3:19])[CH3:18])[CH:8]1[CH2:9][CH2:10][C:5]2([O:4][CH2:3][CH2:2][O:1]2)[CH2:6][CH2:7]1. (8) Given the reactants C([O:3][C:4]([C:6]1[C:7]([CH2:24][CH3:25])=[N:8][C:9]([NH:13][CH2:14][CH2:15][CH2:16][C:17]2[CH:22]=[CH:21][CH:20]=[C:19]([OH:23])[CH:18]=2)=[N:10][C:11]=1[CH3:12])=[O:5])C.O[Li].O, predict the reaction product. The product is: [CH2:24]([C:7]1[C:6]([C:4]([OH:5])=[O:3])=[C:11]([CH3:12])[N:10]=[C:9]([NH:13][CH2:14][CH2:15][CH2:16][C:17]2[CH:22]=[CH:21][CH:20]=[C:19]([OH:23])[CH:18]=2)[N:8]=1)[CH3:25].